From a dataset of Catalyst prediction with 721,799 reactions and 888 catalyst types from USPTO. Predict which catalyst facilitates the given reaction. (1) Reactant: [CH3:1][C:2]1[N:3]=[C:4]([NH:12][C:13](=[O:15])[CH3:14])[S:5][C:6]=1[C:7]1[CH:8]=[N:9][NH:10][CH:11]=1.C(N1C=C(C2SC(NC(=O)C)=NC=2C)C=N1)C1C=CC=CC=1.C(N(CC)CC)C.[CH3:45][O:46][C:47]1[N:52]=[CH:51][C:50]([S:53](Cl)(=[O:55])=[O:54])=[CH:49][CH:48]=1.C([O-])(O)=O.[Na+]. Product: [CH3:45][O:46][C:47]1[N:52]=[CH:51][C:50]([S:53]([N:10]2[CH:11]=[C:7]([C:6]3[S:5][C:4]([NH:12][C:13](=[O:15])[CH3:14])=[N:3][C:2]=3[CH3:1])[CH:8]=[N:9]2)(=[O:55])=[O:54])=[CH:49][CH:48]=1. The catalyst class is: 59. (2) Reactant: [CH3:1][O:2][C:3]1[CH:12]=[C:11]2[C:6]([C:7](=[O:24])[C:8]([C:13]3[CH:18]=[CH:17][C:16]([O:19][CH2:20][CH:21]4[CH2:23][O:22]4)=[CH:15][CH:14]=3)=[CH:9][O:10]2)=[CH:5][CH:4]=1.[NH:25]1[CH2:30][CH2:29][O:28][CH2:27][CH2:26]1. Product: [OH:22][CH:21]([CH2:23][N:25]1[CH2:30][CH2:29][O:28][CH2:27][CH2:26]1)[CH2:20][O:19][C:16]1[CH:17]=[CH:18][C:13]([C:8]2[C:7](=[O:24])[C:6]3[C:11](=[CH:12][C:3]([O:2][CH3:1])=[CH:4][CH:5]=3)[O:10][CH:9]=2)=[CH:14][CH:15]=1. The catalyst class is: 8.